From a dataset of Experimentally validated miRNA-target interactions with 360,000+ pairs, plus equal number of negative samples. Binary Classification. Given a miRNA mature sequence and a target amino acid sequence, predict their likelihood of interaction. (1) The miRNA is hsa-miR-6134 with sequence UGAGGUGGUAGGAUGUAGA. The protein sequence of the target gene is MPNIKIFSGSSHQDLSQKIADRLGLELGKVVTKKFSNQETCVEIGESVRGEDVYIVQSGCGEINDNLMELLIMINACKIASASRVTAVIPCFPYARQDKKDKSRAPISAKLVANMLSVAGADHIITMDLHASQIQGFFDIPVDNLYAEPAVLKWIRENISEWRNCTIVSPDAGGAKRVTSIADRLNVDFALIHKERKKANEVDRMVLVGDVKDRVAILVDDMADTCGTICHAADKLLSAGATRVYAILTHGIFSGPAISRINNACFEAVVVTNTIPQEDKMKHCSKIQVIDISMILAEAI.... Result: 1 (interaction). (2) The miRNA is rno-miR-497-5p with sequence CAGCAGCACACUGUGGUUUGUA. The protein sequence of the target gene is MEPSGSEQLYEDPDPGGKSQDAEARRQTESEQKLSKMTHNALENINVIGQGLKHLFQHQRRRSSVSPHDVQQIQTDPEPEVDLDSQNACAEIDGVSTHPTALNRVLQQIRVPPKMKRGTSLHSRRGKSEAPKGSPQINRKSGQEVAAVIQSGRPRSSSTTDAPTSSSVMEIACAAGVCVPGEEATAERIERLEVSSLAQTSSAVASSTDGSIHTESVDGIPDPQRTKAAIAHLQQKILKLTEQIKIAQTARDDNVAEYLKLANSADKQQAARIKQVFEKKNQKSAQTILQLQKKLEHYHR.... Result: 0 (no interaction). (3) The miRNA is mmu-miR-669n with sequence AUUUGUGUGUGGAUGUGUGU. The protein sequence of the target gene is MDLDKPSVWGSLKQRTRPLLINLSKKKAKKSPSKPLDLRVQHHLDRRLSLSVPDLLEAEALAPEGRPYSGPQSSYISVPNSLSTAGIVPKSSSSSLKQSEEELDWSQEEASHVHGVDTDSEEIYASPAEEWQAFSQSALDLHKPSLGRDAPEEHDKTHGNDDLNASMTSQHFEEESTLGEASDCVSHLPSPFAYLLTIHLKEGRNLVVRDRCGTSDPYVKFKLNGKTLYKSKVIYKNLNPIWDEIVVLPIQSLDQKLRVKVYDRDLTKSDFMGSAFVVLRDLELNRTTEHILKLEDPNSL.... Result: 1 (interaction). (4) The miRNA is hsa-miR-4648 with sequence UGUGGGACUGCAAAUGGGAG. The protein sequence of the target gene is MVLAAAMSQDADPSGPEQPDRVACSVPGARASPAPSGPRGMQQPPPPPQPPPPPQAGLPQIIQNAAKLLDKNPFSVSNPNPLLPSPASLQLAQLQAQLTLHRLKLAQTAVTNNTAAATVLNQVLSKVAMSQPLFNQLRHPSVITGPHGHAGVPQHAAAIPSTRFPSNAIAFSPPSQTRGPGPSMNLPNQPPSAMVMHPFTGVMPQTPGQPAVILGIGKTGPAPATAGFYEYGKASSGQTYGPETDGQPGFLPSSASTSGSVTYEGHYSHTGQDGQAAFSKDFYGPNSQGSHVASGFPAEQ.... Result: 0 (no interaction). (5) The protein sequence of the target gene is MARPPASLGSQAPDRDRGEANVVTRVSQWADNHLRLVQNISTGMAIAGIMLLIRSVRLTSKFTTSSDIPVEFIRKKVKLRGRLQRITECGLEIEHIPITLPFISSWKEEPRGVLLVKLAGVELTESGKVWLQAELKPSQLLWFQLLGKEDSALFCYLLVNKGGYFNVNLNEEILRRGLGKTVLVKGLNYDSKTHWKIHRNLLKAELTALKKGEGIWKEESEKESYFRKLKDSWRERWTKDNDLKPAGADLGSTKDSYHDSRRRASGKGKDSVSNYSFFLKLREFVSRLHFWRKG. Result: 1 (interaction). The miRNA is mmu-miR-3064-5p with sequence UCUGGCUGUUGUGGUGUGCAAA. (6) The miRNA is hsa-miR-6756-3p with sequence UCCCCUUCCUCCCUGCCCAG. The protein sequence of the target gene is MAAAVAAPLAAGGEEAAATTSVPGSPGLPGRRSAERALEEAVATGTLNLSNRRLKHFPRGAARSYDLSDITQADLSRNRFPEVPEAACQLVSLEGLSLYHNCLRCLNPALGNLTALTYLNLSRNQLSLLPPYICQLPLRVLIVSNNKLGALPPDIGTLGSLRQLDVSSNELQSLPSELCGLSSLRDLNVRRNQLSTLPEELGDLPLVRLDFSCNRVSRIPVSFCRLRHLQVILLDSNPLQSPPAQVCLKGKLHIFKYLSTEAGQRGSALGDLAPSRPPSFSPCPAEDLFPGHRYDGGLDS.... Result: 0 (no interaction).